From a dataset of Catalyst prediction with 721,799 reactions and 888 catalyst types from USPTO. Predict which catalyst facilitates the given reaction. (1) Reactant: Cl[CH2:2][C:3]1[O:4][C:5]([C:8]2[CH:9]=[CH:10][C:11]3[O:15][CH:14]=[C:13]([C:16]4[CH:21]=[CH:20][CH:19]=[C:18]([O:22][C:23]([F:26])([F:25])[F:24])[CH:17]=4)[C:12]=3[CH:27]=2)=[N:6][N:7]=1.C[C:29](C)([O-:31])C.[K+]. Product: [CH3:29][O:31][CH2:2][C:3]1[O:4][C:5]([C:8]2[CH:9]=[CH:10][C:11]3[O:15][CH:14]=[C:13]([C:16]4[CH:21]=[CH:20][CH:19]=[C:18]([O:22][C:23]([F:26])([F:25])[F:24])[CH:17]=4)[C:12]=3[CH:27]=2)=[N:6][N:7]=1. The catalyst class is: 5. (2) The catalyst class is: 305. Product: [Br:1][C:2]1[N:3]=[CH:4][C:5]([C:23]2([OH:26])[CH2:24][CH2:25][O:20][CH2:21][CH2:22]2)=[CH:6][CH:7]=1. Reactant: [Br:1][C:2]1[CH:7]=[CH:6][C:5](I)=[CH:4][N:3]=1.CCCCCC.C([Li])CCC.[O:20]1[CH2:25][CH2:24][C:23](=[O:26])[CH2:22][CH2:21]1.[Cl-].[NH4+].